From a dataset of Full USPTO retrosynthesis dataset with 1.9M reactions from patents (1976-2016). Predict the reactants needed to synthesize the given product. (1) Given the product [Cl:40][C:34]1[CH:35]=[C:36]([F:39])[CH:37]=[CH:38][C:33]=1[N:18]([CH2:17][O:16][C:14]([O:13][CH2:12][CH2:11][CH2:10][C:9]([OH:41])=[O:8])=[O:15])[S:19]([CH:22]1[CH2:23][CH2:24][CH2:25][CH:26]=[C:27]1[C:28]([O:30][CH2:31][CH3:32])=[O:29])(=[O:20])=[O:21], predict the reactants needed to synthesize it. The reactants are: C([O:8][C:9](=[O:41])[CH2:10][CH2:11][CH2:12][O:13][C:14]([O:16][CH2:17][N:18]([C:33]1[CH:38]=[CH:37][C:36]([F:39])=[CH:35][C:34]=1[Cl:40])[S:19]([CH:22]1[C:27]([C:28]([O:30][CH2:31][CH3:32])=[O:29])=[CH:26][CH2:25][CH2:24][CH2:23]1)(=[O:21])=[O:20])=[O:15])C1C=CC=CC=1. (2) Given the product [OH:7][CH2:6][CH:5]([NH:4][C:1](=[O:3])[CH3:2])[CH2:10][N:11]1[CH2:16][CH2:15][N:14]([CH3:17])[CH2:13][CH2:12]1, predict the reactants needed to synthesize it. The reactants are: [C:1]([NH:4][CH:5]([CH2:10][N:11]1[CH2:16][CH2:15][N:14]([CH3:17])[CH2:13][CH2:12]1)[C:6](OC)=[O:7])(=[O:3])[CH3:2].[BH4-].[Na+].O. (3) Given the product [C:22]([O:27][CH:2]([O:6][C:7]([NH:9][CH2:10][C:11]1([CH2:17][C:18]([O:20][CH3:21])=[O:19])[CH2:16][CH2:15][CH2:14][CH2:13][CH2:12]1)=[O:8])[CH:3]([CH3:5])[CH3:4])(=[O:26])[CH:23]([CH3:25])[CH3:24], predict the reactants needed to synthesize it. The reactants are: Cl[CH:2]([O:6][C:7]([NH:9][CH2:10][C:11]1([CH2:17][C:18]([O:20][CH3:21])=[O:19])[CH2:16][CH2:15][CH2:14][CH2:13][CH2:12]1)=[O:8])[CH:3]([CH3:5])[CH3:4].[C:22]([OH:27])(=[O:26])[CH:23]([CH3:25])[CH3:24]. (4) The reactants are: [C:1]([OH:6])(=[O:5])[C:2]([CH3:4])=[CH2:3].[C:7]([O:11][CH2:12][CH2:13][CH2:14][CH3:15])(=[O:10])[CH:8]=[CH2:9]. Given the product [C:7]([O:11][CH2:12][CH2:13][CH2:14][CH3:15])(=[O:10])[CH:8]=[CH2:9].[C:1]([O:6][CH3:7])(=[O:5])[C:2]([CH3:4])=[CH2:3].[C:1]([OH:6])(=[O:5])[C:2]([CH3:4])=[CH2:3], predict the reactants needed to synthesize it. (5) Given the product [CH3:23][N:24]1[CH2:29][CH2:28][N:27]([C:18]([C:12]2[S:13][C:14]3[CH2:15][CH2:16][O:17][C:8]4[CH:7]=[C:6]([C:4]5[CH:5]=[N:1][NH:2][CH:3]=5)[CH:22]=[CH:21][C:9]=4[C:10]=3[N:11]=2)=[O:19])[CH2:26][CH2:25]1, predict the reactants needed to synthesize it. The reactants are: [NH:1]1[CH:5]=[C:4]([C:6]2[CH:22]=[CH:21][C:9]3[C:10]4[N:11]=[C:12]([C:18](O)=[O:19])[S:13][C:14]=4[CH2:15][CH2:16][O:17][C:8]=3[CH:7]=2)[CH:3]=[N:2]1.[CH3:23][N:24]1[CH2:29][CH2:28][NH:27][CH2:26][CH2:25]1. (6) The reactants are: [Cl:1][C:2]1[CH:7]=[CH:6][C:5](/[CH:8]=[CH:9]/[C:10]([N:12]2[CH2:17][CH2:16][NH:15][CH2:14][CH2:13]2)=[O:11])=[C:4]([CH2:18][N:19]2[N:23]=[N:22][C:21]([CH3:24])=[N:20]2)[CH:3]=1.C(O)(=O)C.[CH3:29][O:30][C:31]1[CH:32]=[CH:33][C:34]([CH:37]=O)=[N:35][CH:36]=1.B.N1C=CC=CC=1C. Given the product [Cl:1][C:2]1[CH:7]=[CH:6][C:5](/[CH:8]=[CH:9]/[C:10]([N:12]2[CH2:13][CH2:14][N:15]([CH2:37][C:34]3[CH:33]=[CH:32][C:31]([O:30][CH3:29])=[CH:36][N:35]=3)[CH2:16][CH2:17]2)=[O:11])=[C:4]([CH2:18][N:19]2[N:23]=[N:22][C:21]([CH3:24])=[N:20]2)[CH:3]=1, predict the reactants needed to synthesize it.